From a dataset of Reaction yield outcomes from USPTO patents with 853,638 reactions. Predict the reaction yield, written as a fraction of the theoretical maximum amount of product (1.0 means a 100% yield; for example, 0.34 means a 34% yield). (1) The reactants are [CH3:1][O:2][C:3]1[CH:10]=[CH:9][C:6]([CH:7]=O)=[CH:5][CH:4]=1.Cl.[OH:12][NH2:13].C([O-])(=O)C.[Na+]. The catalyst is C(O)C.O. The product is [CH3:1][O:2][C:3]1[CH:10]=[CH:9][C:6]([CH:7]=[N:13][OH:12])=[CH:5][CH:4]=1. The yield is 0.920. (2) The reactants are [Cl:1][C:2]1[CH:20]=[C:19]([Cl:21])[CH:18]=[CH:17][C:3]=1[O:4][CH2:5][C:6]1[CH:7]=[C:8]([CH2:15][OH:16])[CH:9]=[C:10]([O:12][CH2:13][CH3:14])[CH:11]=1.O[C:23]1[CH:27]=[C:26]([CH2:28][CH2:29][C:30]([O:32]CC)=[O:31])[N:25]([C:35]2[CH:40]=[CH:39][CH:38]=[CH:37][CH:36]=2)[N:24]=1.C(P(CCCC)CCCC)CCC.N(C(N1CCCCC1)=O)=NC(N1CCCCC1)=O.O1CCCC1CCO.[OH-].[Na+].Cl. The catalyst is O1CCCC1. The product is [Cl:1][C:2]1[CH:20]=[C:19]([Cl:21])[CH:18]=[CH:17][C:3]=1[O:4][CH2:5][C:6]1[CH:7]=[C:8]([CH:9]=[C:10]([O:12][CH2:13][CH3:14])[CH:11]=1)[CH2:15][O:16][C:23]1[CH:27]=[C:26]([CH2:28][CH2:29][C:30]([OH:32])=[O:31])[N:25]([C:35]2[CH:40]=[CH:39][CH:38]=[CH:37][CH:36]=2)[N:24]=1. The yield is 0.470.